Dataset: Reaction yield outcomes from USPTO patents with 853,638 reactions. Task: Predict the reaction yield, written as a fraction of the theoretical maximum amount of product (1.0 means a 100% yield; for example, 0.34 means a 34% yield). (1) The reactants are I[C:2]1[CH:7]=[CH:6][C:5]([N+:8]([O-:10])=[O:9])=[CH:4][CH:3]=1.[CH3:11][C:12]1[C:13](=[O:18])[NH:14][CH:15]=[CH:16][CH:17]=1.[O-]P([O-])([O-])=O.[K+].[K+].[K+].N[C@@H]1CCCC[C@H]1N. The catalyst is CCOC(C)=O.[Cu]I.O1CCOCC1. The product is [CH3:11][C:12]1[C:13](=[O:18])[N:14]([C:2]2[CH:7]=[CH:6][C:5]([N+:8]([O-:10])=[O:9])=[CH:4][CH:3]=2)[CH:15]=[CH:16][CH:17]=1. The yield is 0.360. (2) The reactants are Cl.[CH3:2][NH:3][O:4][CH3:5].[O:6]1[CH:10]=[CH:9][CH:8]=[C:7]1[C:11]1[O:12][C:13]([CH3:44])=[C:14]([CH2:16][O:17][C:18]2[CH:41]=[CH:40][C:21]([CH2:22][O:23][C:24]3[C:28](/[CH:29]=[CH:30]/[C:31](O)=[O:32])=[CH:27][N:26]([C:34]4[CH:39]=[CH:38][CH:37]=[CH:36][CH:35]=4)[N:25]=3)=[CH:20][C:19]=2[O:42][CH3:43])[N:15]=1.Cl.C(N=C=NCCCN(C)C)C.O.ON1C2C=CC=CC=2N=N1. The catalyst is O.C(N(CC)CC)C.CN(C)C=O. The product is [O:6]1[CH:10]=[CH:9][CH:8]=[C:7]1[C:11]1[O:12][C:13]([CH3:44])=[C:14]([CH2:16][O:17][C:18]2[CH:41]=[CH:40][C:21]([CH2:22][O:23][C:24]3[C:28](/[CH:29]=[CH:30]/[C:31]([N:3]([O:4][CH3:5])[CH3:2])=[O:32])=[CH:27][N:26]([C:34]4[CH:39]=[CH:38][CH:37]=[CH:36][CH:35]=4)[N:25]=3)=[CH:20][C:19]=2[O:42][CH3:43])[N:15]=1. The yield is 0.880. (3) The reactants are [CH3:1][O:2][P:3]([C@@H:6]([NH:8][C:9]([O:11][CH2:12][C:13]1[CH:18]=[CH:17][CH:16]=[CH:15][CH:14]=1)=[O:10])[CH3:7])(=O)[OH:4].C(Cl)(=O)C(C)(C)C.[OH:26][C@@H:27]([CH2:32][CH2:33][CH2:34][CH2:35][NH:36][C:37]([O:39][C:40]([CH3:43])([CH3:42])[CH3:41])=[O:38])[C:28]([O:30][CH3:31])=[O:29].NCCCCC(O)C(O)=O. The catalyst is O1CCCC1.C(N(CC)CC)C. The product is [CH2:12]([O:11][C:9]([NH:8][C@H:6]([P:3]([O:2][CH3:1])([O:26][C@@H:27]([CH2:32][CH2:33][CH2:34][CH2:35][NH:36][C:37]([O:39][C:40]([CH3:43])([CH3:42])[CH3:41])=[O:38])[C:28]([O:30][CH3:31])=[O:29])=[O:4])[CH3:7])=[O:10])[C:13]1[CH:14]=[CH:15][CH:16]=[CH:17][CH:18]=1. The yield is 0.130. (4) The reactants are [F:1][C:2]1[CH:7]=[CH:6][C:5]([F:8])=[CH:4][C:3]=1[C@H:9]1[CH2:13][CH2:12][CH2:11][N:10]1[C:14]1[CH:19]=[CH:18][N:17]2[N:20]=[CH:21][C:22](/[CH:23]=[CH:24]/[C:25]([N:27]3[CH2:32][CH2:31][NH:30][CH2:29][CH2:28]3)=[O:26])=[C:16]2[N:15]=1.[CH3:33][C:34]([CH3:36])=O.C([BH3-])#N.[Na+].[OH-].[Na+]. The catalyst is CO. The product is [F:1][C:2]1[CH:7]=[CH:6][C:5]([F:8])=[CH:4][C:3]=1[C@H:9]1[CH2:13][CH2:12][CH2:11][N:10]1[C:14]1[CH:19]=[CH:18][N:17]2[N:20]=[CH:21][C:22](/[CH:23]=[CH:24]/[C:25]([N:27]3[CH2:28][CH2:29][N:30]([CH:34]([CH3:36])[CH3:33])[CH2:31][CH2:32]3)=[O:26])=[C:16]2[N:15]=1. The yield is 0.840. (5) The reactants are [Cl:1][C:2]1[C:14]([N+:15]([O-:17])=[O:16])=[CH:13][C:12]([N+:18]([O-:20])=[O:19])=[CH:11][C:3]=1[C:4]([NH:6][CH2:7][CH2:8][CH2:9]O)=[O:5].[O:21]1[CH:26]=[CH:25][CH2:24][CH2:23][CH2:22]1.C1(C)C=CC(S(O)(=O)=[O:34])=CC=1. The catalyst is C(Cl)Cl. The product is [Cl:1][C:2]1[C:14]([N+:15]([O-:17])=[O:16])=[CH:13][C:12]([N+:18]([O-:20])=[O:19])=[CH:11][C:3]=1[C:4]([NH:6][CH2:7][CH:8]([O:34][CH:26]1[CH2:25][CH2:24][CH2:23][CH2:22][O:21]1)[CH3:9])=[O:5]. The yield is 0.940. (6) The reactants are [ClH:1].[CH2:2]1[CH2:6][O:5][C:4]2[CH:7]=[CH:8][C:9]3[CH2:10][CH2:11]/[C:12](=[CH:14]\[CH2:15][NH2:16])/[C:13]=3[C:3]1=2.[OH-].[Na+]. The catalyst is C1(C)C=CC=CC=1. The product is [ClH:1].[CH2:2]1[CH2:6][O:5][C:4]2[CH:7]=[CH:8][C:9]3[CH2:10][CH2:11][C@@H:12]([CH2:14][CH2:15][NH2:16])[C:13]=3[C:3]1=2. The yield is 0.697. (7) The reactants are N(C(OCC)=O)=NC(OCC)=O.C1(P(C2C=CC=CC=2)C2C=CC=CC=2)C=CC=CC=1.[Cl:32][C:33]1[CH:34]=[C:35]([C:40]2[CH:41]=[C:42]([C:59]([NH2:61])=[O:60])[C:43]3[NH:44][C:45]4[CH:46]=[C:47]([N:53]5[CH2:58][CH2:57][O:56][CH2:55][CH2:54]5)[CH:48]=[CH:49][C:50]=4[C:51]=3[N:52]=2)[CH:36]=[CH:37][C:38]=1[OH:39].[O:62]1[CH2:67][CH2:66][N:65]([CH2:68][CH2:69]O)[CH2:64][CH2:63]1. The catalyst is C1COCC1. The product is [Cl:32][C:33]1[CH:34]=[C:35]([C:40]2[CH:41]=[C:42]([C:59]([NH2:61])=[O:60])[C:43]3[NH:44][C:45]4[CH:46]=[C:47]([N:53]5[CH2:54][CH2:55][O:56][CH2:57][CH2:58]5)[CH:48]=[CH:49][C:50]=4[C:51]=3[N:52]=2)[CH:36]=[CH:37][C:38]=1[O:39][CH2:69][CH2:68][N:65]1[CH2:66][CH2:67][O:62][CH2:63][CH2:64]1. The yield is 0.220. (8) The reactants are [CH2:1]([NH:5][C:6]1[CH:7]=[CH:8][C:9]2[N:10]([C:12]([C:15]([OH:17])=O)=[CH:13][N:14]=2)[N:11]=1)[CH2:2][CH2:3][CH3:4].CN([P+](ON1N=NC2C=CC=CC1=2)(N(C)C)N(C)C)C.F[P-](F)(F)(F)(F)F.C(N(CC)CC)C.[NH2:52][C:53]1[CH:67]=[CH:66][C:56]([CH2:57][NH:58][C:59](=[O:65])[O:60][C:61]([CH3:64])([CH3:63])[CH3:62])=[CH:55][CH:54]=1. The catalyst is CC#N. The product is [CH2:1]([NH:5][C:6]1[CH:7]=[CH:8][C:9]2[N:10]([C:12]([C:15]([NH:52][C:53]3[CH:67]=[CH:66][C:56]([CH2:57][NH:58][C:59](=[O:65])[O:60][C:61]([CH3:63])([CH3:64])[CH3:62])=[CH:55][CH:54]=3)=[O:17])=[CH:13][N:14]=2)[N:11]=1)[CH2:2][CH2:3][CH3:4]. The yield is 1.00.